Dataset: Catalyst prediction with 721,799 reactions and 888 catalyst types from USPTO. Task: Predict which catalyst facilitates the given reaction. (1) Reactant: C[O:2][C:3](=[O:18])[C:4]1[CH:9]=[CH:8][C:7]([O:10][C:11]([F:14])([F:13])[F:12])=[CH:6][C:5]=1[O:15][CH2:16][CH3:17].[OH-].[Li+].Cl. Product: [CH2:16]([O:15][C:5]1[CH:6]=[C:7]([O:10][C:11]([F:12])([F:13])[F:14])[CH:8]=[CH:9][C:4]=1[C:3]([OH:18])=[O:2])[CH3:17]. The catalyst class is: 30. (2) Reactant: [Si]([O:8][C:9]1[CH:10]=[C:11]2[C:16](=[CH:17][CH:18]=1)[N:15]=[C:14]([C:19]1[CH:27]=[CH:26][C:22]([N:23]([CH3:25])[CH3:24])=[CH:21][CH:20]=1)[CH:13]=[N:12]2)(C(C)(C)C)(C)C.[F-].C([N+](CCCC)(CCCC)CCCC)CCC.C(=O)([O-])[O-].[K+].[K+].[F:52][CH2:53][CH2:54]OS(C1C=CC(C)=CC=1)(=O)=O.C(=O)([O-])[O-].[Cs+].[Cs+]. Product: [F:52][CH2:53][CH2:54][O:8][C:9]1[CH:10]=[C:11]2[C:16](=[CH:17][CH:18]=1)[N:15]=[C:14]([C:19]1[CH:20]=[CH:21][C:22]([N:23]([CH3:25])[CH3:24])=[CH:26][CH:27]=1)[CH:13]=[N:12]2. The catalyst class is: 213. (3) Reactant: [C:1]([C:3]1[CH:4]=[C:5]([S:9]([NH:12]C2C(NC3C=C(OC)C=C(OC)C=3)=NC3C(=CC=CC=3)N=2)(=[O:11])=[O:10])[CH:6]=[CH:7][CH:8]=1)#[N:2].[N-:34]=[N+:35]=[N-:36].[Na+].[Cl-].[NH4+].Cl. Product: [N:34]1[NH:35][N:36]=[N:2][C:1]=1[C:3]1[CH:4]=[C:5]([S:9]([NH2:12])(=[O:11])=[O:10])[CH:6]=[CH:7][CH:8]=1. The catalyst class is: 9. (4) Reactant: Cl.[Cl:2][C:3]1[CH:4]=[C:5]([C@@H:9]([OH:31])[CH2:10][NH:11][CH2:12][CH2:13][NH:14][C:15]2[CH:16]=[C:17]([C:21]3[CH:26]=[CH:25][CH:24]=[C:23]([C:27]([O:29]C)=[O:28])[CH:22]=3)[CH:18]=[CH:19][CH:20]=2)[CH:6]=[CH:7][CH:8]=1.[OH-].[Na+].Cl. Product: [ClH:2].[Cl:2][C:3]1[CH:4]=[C:5]([C@@H:9]([OH:31])[CH2:10][NH:11][CH2:12][CH2:13][NH:14][C:15]2[CH:16]=[C:17]([C:21]3[CH:26]=[CH:25][CH:24]=[C:23]([C:27]([OH:29])=[O:28])[CH:22]=3)[CH:18]=[CH:19][CH:20]=2)[CH:6]=[CH:7][CH:8]=1. The catalyst class is: 72. (5) Reactant: [CH3:1][C:2]1[CH:8]=[CH:7][C:6]([N+:9]([O-:11])=[O:10])=[CH:5][C:3]=1[NH2:4].[Cl:12][C:13]1[CH:18]=[C:17](Cl)[N:16]=[CH:15][N:14]=1.C(=O)([O-])O.[Na+].C(OCC)(=O)C. Product: [Cl:12][C:13]1[N:14]=[CH:15][N:16]=[C:17]([NH:4][C:3]2[CH:5]=[C:6]([N+:9]([O-:11])=[O:10])[CH:7]=[CH:8][C:2]=2[CH3:1])[CH:18]=1. The catalyst class is: 5. (6) Reactant: [Br:1][C:2]1[C:3](=[O:27])[NH:4][C:5](=[O:26])[N:6]([CH:25]=1)[C@@H:7]1[O:24][C@H:18]([CH2:19][O:20][C:21](=[O:23])[CH3:22])[C@@H:13]([O:14][C:15](=[O:17])[CH3:16])[C@H:8]1[O:9][C:10](=[O:12])[CH3:11].C(N(CC)CC)C.[C:35](Cl)(=[O:42])[C:36]1[CH:41]=[CH:40][CH:39]=[CH:38][CH:37]=1.N1C=CC=CC=1. Product: [Br:1][C:2]1[C:3](=[O:27])[N:4]([C:35](=[O:42])[C:36]2[CH:41]=[CH:40][CH:39]=[CH:38][CH:37]=2)[C:5](=[O:26])[N:6]([CH:25]=1)[C@@H:7]1[O:24][C@H:18]([CH2:19][O:20][C:21](=[O:23])[CH3:22])[C@@H:13]([O:14][C:15](=[O:17])[CH3:16])[C@H:8]1[O:9][C:10](=[O:12])[CH3:11]. The catalyst class is: 46. (7) The catalyst class is: 2. Product: [CH2:1]([N:8]1[CH2:13][CH2:12][O:11][CH:10]2[CH2:14][N:15]([C:18](=[O:19])[C:20]([F:23])([F:22])[F:21])[CH2:16][CH2:17][CH:9]12)[C:2]1[CH:3]=[CH:4][CH:5]=[CH:6][CH:7]=1. Reactant: [CH2:1]([N:8]1[CH2:13][CH2:12][O:11][C@@H:10]2[CH2:14][NH:15][CH2:16][CH2:17][C@@H:9]12)[C:2]1[CH:7]=[CH:6][CH:5]=[CH:4][CH:3]=1.[C:18](O[C:18]([C:20]([F:23])([F:22])[F:21])=[O:19])([C:20]([F:23])([F:22])[F:21])=[O:19].O. (8) Reactant: [CH3:1][C:2]1[CH:7]=[CH:6][CH:5]=[CH:4][C:3]=1[CH:8]=[C:9]([C:13]1[CH:18]=[CH:17][N:16]=[CH:15][CH:14]=1)[C:10](=[O:12])[CH3:11].[OH:19]O.[OH-].[Na+]. Product: [CH3:1][C:2]1[CH:7]=[CH:6][CH:5]=[CH:4][C:3]=1[CH:8]1[O:19][C:9]1([C:13]1[CH:14]=[CH:15][N:16]=[CH:17][CH:18]=1)[C:10](=[O:12])[CH3:11]. The catalyst class is: 24. (9) Reactant: [F-].C([N+](CCCC)(CCCC)CCCC)CCC.[Si]([O:26][C@@H:27]([CH2:40][CH2:41][CH3:42])[C@H:28]([N:30]1[CH:38]=[N:37][C:36]2[C:31]1=[N:32][CH:33]=[N:34][C:35]=2[NH2:39])[CH3:29])(C(C)(C)C)(C)C.C(OCC)(=O)C.CC(C)=O. Product: [NH2:39][C:35]1[N:34]=[CH:33][N:32]=[C:31]2[C:36]=1[N:37]=[CH:38][N:30]2[C@@H:28]([C@@H:27]([OH:26])[CH2:40][CH2:41][CH3:42])[CH3:29]. The catalyst class is: 54.